This data is from Full USPTO retrosynthesis dataset with 1.9M reactions from patents (1976-2016). The task is: Predict the reactants needed to synthesize the given product. (1) Given the product [C:17]1([CH2:16][N:13]2[CH2:14][CH2:15][C:10](=[O:25])[CH2:11][CH2:12]2)[CH:22]=[CH:21][CH:20]=[CH:19][CH:18]=1, predict the reactants needed to synthesize it. The reactants are: C(N1CCN([CH:10]2[CH2:15][CH2:14][N:13]([CH2:16][C:17]3[CH:22]=[CH:21][CH:20]=[CH:19][CH:18]=3)[CH2:12][CH2:11]2)CC1)(=O)C.C(N1CCNCC1)(=[O:25])C. (2) Given the product [Cl:16][C:1](=[C:4]1[CH2:9][C:8]([CH3:11])([CH3:10])[CH2:7][CH2:6][C:5]1=[O:12])[CH3:2], predict the reactants needed to synthesize it. The reactants are: [C:1]([CH:4]1[CH2:9][C:8]([CH3:11])([CH3:10])[CH2:7][CH2:6][C:5]1=[O:12])(=O)[CH3:2].C(Cl)(=O)C([Cl:16])=O. (3) Given the product [N:25]1([C:2]2[CH:7]=[C:6]([C:8]3[N:12]4[CH:13]=[C:14]([NH:17][CH:18]5[CH2:23][CH2:22][CH:21]([OH:24])[CH2:20][CH2:19]5)[CH:15]=[CH:16][C:11]4=[N:10][CH:9]=3)[CH:5]=[CH:4][N:3]=2)[CH:29]=[CH:28][CH:27]=[N:26]1, predict the reactants needed to synthesize it. The reactants are: Cl[C:2]1[CH:7]=[C:6]([C:8]2[N:12]3[CH:13]=[C:14]([NH:17][CH:18]4[CH2:23][CH2:22][CH:21]([OH:24])[CH2:20][CH2:19]4)[CH:15]=[CH:16][C:11]3=[N:10][CH:9]=2)[CH:5]=[CH:4][N:3]=1.[NH:25]1[CH:29]=[CH:28][CH:27]=[N:26]1.C(=O)([O-])[O-].[Cs+].[Cs+]. (4) Given the product [N:18]1[CH:19]=[CH:20][C:15]([CH2:14][O:4][C:3]2[CH:5]=[CH:6][CH:7]=[CH:8][C:2]=2[C:1]([O:10][CH3:11])=[O:9])=[CH:16][CH:17]=1, predict the reactants needed to synthesize it. The reactants are: [C:1]([O:10][CH3:11])(=[O:9])[C:2]1[C:3](=[CH:5][CH:6]=[CH:7][CH:8]=1)[OH:4].Cl.Cl[CH2:14][C:15]1[CH:20]=[CH:19][N:18]=[CH:17][CH:16]=1.C(=O)([O-])[O-].[K+].[K+]. (5) The reactants are: [F:1][C:2]([F:19])([F:18])[C:3]1[CH:4]=[C:5]([N:9]2[CH2:14][CH2:13][CH:12]([C:15]([OH:17])=O)[CH2:11][CH2:10]2)[CH:6]=[CH:7][CH:8]=1.BrC1C=CC=C(C(F)(F)F)C=1.[NH2:31][C:32]1[CH:33]=[N:34][C:35]2[C:40]([CH:41]=1)=[CH:39][CH:38]=[CH:37][CH:36]=2. Given the product [N:34]1[C:35]2[C:40](=[CH:39][CH:38]=[CH:37][CH:36]=2)[CH:41]=[C:32]([NH:31][C:15]([CH:12]2[CH2:11][CH2:10][N:9]([C:5]3[CH:6]=[CH:7][CH:8]=[C:3]([C:2]([F:1])([F:19])[F:18])[CH:4]=3)[CH2:14][CH2:13]2)=[O:17])[CH:33]=1, predict the reactants needed to synthesize it. (6) Given the product [CH3:1][O:2][C:3]1[CH:8]=[CH:7][C:6]([C:9]23[CH2:16][CH2:15][CH:12]([N:11]4[CH2:17][CH2:18][S:19](=[O:21])(=[O:20])[N:22]=[C:10]42)[CH2:13][CH2:14]3)=[CH:5][CH:4]=1, predict the reactants needed to synthesize it. The reactants are: [CH3:1][O:2][C:3]1[CH:8]=[CH:7][C:6]([C:9]23[CH2:16][CH2:15][CH:12]([CH2:13][CH2:14]2)[N:11]([CH2:17][CH2:18][S:19]([NH2:22])(=[O:21])=[O:20])[C:10]3=O)=[CH:5][CH:4]=1.P(Cl)(Cl)(Cl)=O. (7) Given the product [Cl-:56].[OH:10][C@@H:11]([C@H:13]1[C:52](=[O:53])[N:15]2[C:16]([C:39]([O-:41])=[O:40])=[C:17]([C:20]3[S:24][C:23]4=[C:25]([S:37][CH3:38])[N:26]([CH2:28][CH2:29][C:30]5[CH:35]=[CH:34][CH:33]=[CH:32][N+:31]=5[CH3:36])[CH:27]=[N+:22]4[CH:21]=3)[C@H:18]([CH3:19])[C@H:14]12)[CH3:12], predict the reactants needed to synthesize it. The reactants are: [I-].FC(F)(F)S([O-])(=O)=O.[OH:10][C@@H:11]([C@H:13]1[C:52](=[O:53])[N:15]2[C:16]([C:39]([O:41]CC3C=CC([N+]([O-])=O)=CC=3)=[O:40])=[C:17]([C:20]3[S:24][C:23]4=[C:25]([S:37][CH3:38])[N:26]([CH2:28][CH2:29][C:30]5[CH:35]=[CH:34][CH:33]=[CH:32][N+:31]=5[CH3:36])[CH:27]=[N+:22]4[CH:21]=3)[C@H:18]([CH3:19])[C@H:14]12)[CH3:12].O.C(Cl)(Cl)[Cl:56]. (8) Given the product [N:7]1([CH2:6][CH:4]2[CH2:5][CH:2]([C:12]3[CH:13]=[CH:14][C:15]([CH2:16][NH2:17])=[CH:18][CH:19]=3)[CH2:3]2)[CH2:11][CH2:10][CH2:9][CH2:8]1, predict the reactants needed to synthesize it. The reactants are: O[C:2]1([C:12]2[CH:19]=[CH:18][C:15]([C:16]#[N:17])=[CH:14][CH:13]=2)[CH2:5][CH:4]([CH2:6][N:7]2[CH2:11][CH2:10][CH2:9][CH2:8]2)[CH2:3]1.CCO.CS(O)(=O)=O.[OH-].[Na+]. (9) Given the product [Cl:1][C:2]1[CH:3]=[C:4]([C:9]2([C:23]([F:25])([F:24])[F:26])[O:13][N:12]=[C:11]([C:14]3[CH:15]=[CH:16][C:17]([C:18]([Cl:29])=[O:19])=[CH:21][CH:22]=3)[CH2:10]2)[CH:5]=[C:6]([Cl:8])[CH:7]=1, predict the reactants needed to synthesize it. The reactants are: [Cl:1][C:2]1[CH:3]=[C:4]([C:9]2([C:23]([F:26])([F:25])[F:24])[O:13][N:12]=[C:11]([C:14]3[CH:22]=[CH:21][C:17]([C:18](O)=[O:19])=[CH:16][CH:15]=3)[CH2:10]2)[CH:5]=[C:6]([Cl:8])[CH:7]=1.S(Cl)([Cl:29])=O. (10) Given the product [ClH:24].[ClH:24].[NH:5]1[CH2:4][CH2:3][CH:2]([CH:15]2[CH2:22][N:18]3[CH:19]=[N:20][CH:21]=[C:17]3[C:16]2=[O:23])[CH2:7][CH2:6]1, predict the reactants needed to synthesize it. The reactants are: O[C:2]1([CH:15]2[CH2:22][N:18]3[CH:19]=[N:20][CH:21]=[C:17]3[C:16]2=[O:23])[CH2:7][CH2:6][N:5](C(OC(C)(C)C)=O)[CH2:4][CH2:3]1.[ClH:24].